This data is from Forward reaction prediction with 1.9M reactions from USPTO patents (1976-2016). The task is: Predict the product of the given reaction. (1) Given the reactants [CH2:1]([OH:5])[CH:2]([CH3:4])[CH3:3].N1C=CC=CC=1.[Br:12][CH:13]([CH3:17])[C:14](Br)=[O:15], predict the reaction product. The product is: [Br:12][CH:13]([CH3:17])[C:14]([O:5][CH2:1][CH:2]([CH3:4])[CH3:3])=[O:15]. (2) Given the reactants CS(O[CH2:6][C@H:7]1[CH2:18][CH2:17][C:16]2[S:15][C:14]3[C:9](=[C:10]([NH:19][CH:20]4[CH2:25][CH2:24][CH:23]([N:26]5[CH2:31][CH2:30][O:29][CH2:28][CH2:27]5)[CH2:22][CH2:21]4)[N:11]=[CH:12][N:13]=3)[C:8]1=2)(=O)=O.[C-:32]#[N:33].[Na+], predict the reaction product. The product is: [N:26]1([CH:23]2[CH2:24][CH2:25][CH:20]([NH:19][C:10]3[N:11]=[CH:12][N:13]=[C:14]4[C:9]=3[C:8]3[C@@H:7]([CH2:6][C:32]#[N:33])[CH2:18][CH2:17][C:16]=3[S:15]4)[CH2:21][CH2:22]2)[CH2:31][CH2:30][O:29][CH2:28][CH2:27]1. (3) Given the reactants [Cl:1][C:2]1[N:3]=[C:4](Cl)[C:5]2[CH:11]=[CH:10][CH:9]=[N:8][C:6]=2[N:7]=1.[CH3:13][C:14]1[CH:18]=[C:17]([NH2:19])[NH:16][N:15]=1.C(N(C(C)C)CC)(C)C.[I-].[Na+], predict the reaction product. The product is: [Cl:1][C:2]1[N:3]=[C:4]([NH:19][C:17]2[NH:16][N:15]=[C:14]([CH3:13])[CH:18]=2)[C:5]2[CH:11]=[CH:10][CH:9]=[N:8][C:6]=2[N:7]=1. (4) Given the reactants [NH2:1][C:2]1[N:7]=[C:6](Cl)[C:5]([CH2:9][C:10]([O:12]CC)=O)=[C:4]([Cl:15])[N:3]=1.[CH3:16][O:17][C:18]1[CH:23]=[CH:22][N:21]=[C:20]([CH2:24][NH2:25])[CH:19]=1.CCN(C(C)C)C(C)C.CCCCO, predict the reaction product. The product is: [NH2:1][C:2]1[N:3]=[C:4]([Cl:15])[C:5]2[CH2:9][C:10](=[O:12])[N:25]([CH2:24][C:20]3[CH:19]=[C:18]([O:17][CH3:16])[CH:23]=[CH:22][N:21]=3)[C:6]=2[N:7]=1. (5) Given the reactants C(O[BH-](OC(=O)C)OC(=O)C)(=O)C.[Na+].O=[C:16]1[CH2:21][CH2:20][N:19]([C:22]([O:24][CH2:25][C:26]2[CH:31]=[CH:30][CH:29]=[CH:28][CH:27]=2)=[O:23])[CH2:18][CH2:17]1.[NH:32]1[CH2:37][CH2:36][CH:35]([O:38][CH2:39][C:40]([O:42][C:43]([CH3:46])([CH3:45])[CH3:44])=[O:41])[CH2:34][CH2:33]1.[OH-].[Na+], predict the reaction product. The product is: [C:43]([O:42][C:40]([CH2:39][O:38][CH:35]1[CH2:34][CH2:33][N:32]([CH:16]2[CH2:21][CH2:20][N:19]([C:22]([O:24][CH2:25][C:26]3[CH:31]=[CH:30][CH:29]=[CH:28][CH:27]=3)=[O:23])[CH2:18][CH2:17]2)[CH2:37][CH2:36]1)=[O:41])([CH3:46])([CH3:44])[CH3:45]. (6) Given the reactants [C:1]([C:5]1[CH:44]=[CH:43][C:8]([C:9]([NH:11][C:12]2[C:13]([CH3:42])=[C:14]([C:18]3[N:23]=[C:22]([NH:24][C:25]4[CH:30]=[CH:29][C:28]([CH:31]([N:35]([CH:37]([CH3:39])[CH3:38])[CH3:36])[C:32](O)=[O:33])=[CH:27][CH:26]=4)[C:21](=[O:40])[N:20]([CH3:41])[CH:19]=3)[CH:15]=[CH:16][CH:17]=2)=[O:10])=[CH:7][CH:6]=1)([CH3:4])([CH3:3])[CH3:2].[CH3:45][N:46]1[CH2:51][CH2:50][NH:49][CH2:48][CH2:47]1.CCN(C(C)C)C(C)C.F[P-](F)(F)(F)(F)F.N1(O[P+](N(C)C)(N(C)C)N(C)C)C2C=CC=CC=2N=N1, predict the reaction product. The product is: [C:1]([C:5]1[CH:44]=[CH:43][C:8]([C:9]([NH:11][C:12]2[CH:17]=[CH:16][CH:15]=[C:14]([C:18]3[N:23]=[C:22]([NH:24][C:25]4[CH:26]=[CH:27][C:28]([CH:31]([N:35]([CH:37]([CH3:38])[CH3:39])[CH3:36])[C:32]([N:49]5[CH2:50][CH2:51][N:46]([CH3:45])[CH2:47][CH2:48]5)=[O:33])=[CH:29][CH:30]=4)[C:21](=[O:40])[N:20]([CH3:41])[CH:19]=3)[C:13]=2[CH3:42])=[O:10])=[CH:7][CH:6]=1)([CH3:4])([CH3:2])[CH3:3].